This data is from Full USPTO retrosynthesis dataset with 1.9M reactions from patents (1976-2016). The task is: Predict the reactants needed to synthesize the given product. (1) Given the product [CH3:18][O:17][C:15]([NH:1][C@@H:2]([CH2:6][CH:7]=[CH2:8])[C:3]([OH:5])=[O:4])=[O:16], predict the reactants needed to synthesize it. The reactants are: [NH2:1][C@@H:2]([CH2:6][CH:7]=[CH2:8])[C:3]([OH:5])=[O:4].C([O-])(O)=O.[Na+].Cl[C:15]([O:17][CH3:18])=[O:16].Cl. (2) Given the product [Cl:46][C:43]1[CH:42]=[CH:41][C:40]([CH2:39][N:25]2[CH:26]=[C:27]([CH2:31][O:32][CH2:33][C:34]([OH:36])=[O:35])[C:28](=[O:30])[N:29]=[C:24]2[NH:13][C:12]2[CH:14]=[CH:15][C:9]([O:8][C:6]3[CH:5]=[CH:4][CH:3]=[C:2]([F:1])[N:7]=3)=[CH:10][CH:11]=2)=[CH:45][CH:44]=1, predict the reactants needed to synthesize it. The reactants are: [F:1][C:2]1[N:7]=[C:6]([O:8][C:9]2[CH:15]=[CH:14][C:12]([NH2:13])=[CH:11][CH:10]=2)[CH:5]=[CH:4][CH:3]=1.O1CCOCC1.Cl.Cl[C:24]1[N:25]([CH2:39][C:40]2[CH:45]=[CH:44][C:43]([Cl:46])=[CH:42][CH:41]=2)[CH:26]=[C:27]([CH2:31][O:32][CH2:33][C:34]([O:36]CC)=[O:35])[C:28](=[O:30])[N:29]=1.